This data is from Full USPTO retrosynthesis dataset with 1.9M reactions from patents (1976-2016). The task is: Predict the reactants needed to synthesize the given product. (1) Given the product [N:19]([CH2:2][CH2:3][O:4][CH:5]1[CH:10]([NH:11][C:12](=[O:14])[CH3:13])[CH:9]([OH:15])[CH:8]([OH:16])[CH:7]([CH2:17][OH:18])[O:6]1)=[N+:20]=[N-:21], predict the reactants needed to synthesize it. The reactants are: Cl[CH2:2][CH2:3][O:4][CH:5]1[CH:10]([NH:11][C:12](=[O:14])[CH3:13])[CH:9]([OH:15])[CH:8]([OH:16])[CH:7]([CH2:17][OH:18])[O:6]1.[N-:19]=[N+:20]=[N-:21].[Na+]. (2) Given the product [C:35]([C:39]1[CH:40]=[CH:41][C:42]([NH:43][CH2:12][CH2:13][CH2:14][N:15]2[CH2:20][CH2:19][CH:18]([C:21]([C:28]3[CH:29]=[CH:30][CH:31]=[CH:32][CH:33]=3)([C:22]3[CH:27]=[CH:26][CH:25]=[CH:24][CH:23]=3)[OH:34])[CH2:17][CH2:16]2)=[CH:44][CH:45]=1)([CH3:38])([CH3:36])[CH3:37], predict the reactants needed to synthesize it. The reactants are: CC1C=CC(S(O[CH2:12][CH2:13][CH2:14][N:15]2[CH2:20][CH2:19][CH:18]([C:21]([OH:34])([C:28]3[CH:33]=[CH:32][CH:31]=[CH:30][CH:29]=3)[C:22]3[CH:27]=[CH:26][CH:25]=[CH:24][CH:23]=3)[CH2:17][CH2:16]2)(=O)=O)=CC=1.[C:35]([C:39]1[CH:45]=[CH:44][C:42]([NH2:43])=[CH:41][CH:40]=1)([CH3:38])([CH3:37])[CH3:36].C(#N)C. (3) Given the product [Cl:1][C:2]1[CH:7]=[CH:6][C:5]([CH2:8][C:9]2[N:18]([C:12]3[CH:13]=[CH:14][CH:15]=[CH:16][CH:17]=3)[C:19](=[S:22])[NH:20][N:21]=2)=[CH:4][CH:3]=1, predict the reactants needed to synthesize it. The reactants are: [Cl:1][C:2]1[CH:7]=[CH:6][C:5]([CH2:8][C:9](O)=O)=[CH:4][CH:3]=1.[C:12]1([NH:18][C:19](=[S:22])[NH:20][NH2:21])[CH:17]=[CH:16][CH:15]=[CH:14][CH:13]=1.